Dataset: Catalyst prediction with 721,799 reactions and 888 catalyst types from USPTO. Task: Predict which catalyst facilitates the given reaction. (1) Reactant: [CH2:1]([N:8]1[CH:30]=[N:29][C:28]2[N:13]([C@@H:14]3[O:27][C@H:17]([CH2:18][O:19][CH2:20][C:21]4[CH:26]=[CH:25][CH:24]=[CH:23][CH:22]=4)[CH:16]=[CH:15]3)[CH:12]=[N:11][C:10]=2[C:9]1=[O:31])[C:2]1[CH:7]=[CH:6][CH:5]=[CH:4][CH:3]=1.[H][H]. Product: [CH2:1]([N:8]1[CH:30]=[N:29][C:28]2[N:13]([C@@H:14]3[O:27][C@H:17]([CH2:18][O:19][CH2:20][C:21]4[CH:26]=[CH:25][CH:24]=[CH:23][CH:22]=4)[CH2:16][CH2:15]3)[CH:12]=[N:11][C:10]=2[C:9]1=[O:31])[C:2]1[CH:7]=[CH:6][CH:5]=[CH:4][CH:3]=1. The catalyst class is: 352. (2) Reactant: [F:1][C:2]([F:22])([F:21])[C:3]1[CH:4]=[C:5]([C:9]2[CH:10]=[CH:11][C:12]3[N:18]4[CH2:19][C@H:15]([CH2:16][CH2:17]4)[NH:14][C:13]=3[N:20]=2)[CH:6]=[CH:7][CH:8]=1.C(N(CC)CC)C.Cl[C:31](Cl)([O:33]C(=O)OC(Cl)(Cl)Cl)Cl.[O:42]1[CH2:46][CH2:45][C@@H:44]([O:47][C:48]2[N:53]=[C:52]([NH2:54])[CH:51]=[CH:50][N:49]=2)[CH2:43]1. Product: [O:42]1[CH2:46][CH2:45][C@@H:44]([O:47][C:48]2[N:53]=[C:52]([NH:54][C:31]([N:14]3[C@@H:15]4[CH2:19][N:18]([CH2:17][CH2:16]4)[C:12]4[CH:11]=[CH:10][C:9]([C:5]5[CH:6]=[CH:7][CH:8]=[C:3]([C:2]([F:21])([F:1])[F:22])[CH:4]=5)=[N:20][C:13]3=4)=[O:33])[CH:51]=[CH:50][N:49]=2)[CH2:43]1. The catalyst class is: 1.